Regression. Given a peptide amino acid sequence and an MHC pseudo amino acid sequence, predict their binding affinity value. This is MHC class I binding data. From a dataset of Peptide-MHC class I binding affinity with 185,985 pairs from IEDB/IMGT. (1) The binding affinity (normalized) is 0.542. The peptide sequence is FRRFTQAIY. The MHC is HLA-C07:02 with pseudo-sequence HLA-C07:02. (2) The peptide sequence is TPGPGVRYPL. The MHC is HLA-B44:02 with pseudo-sequence HLA-B44:02. The binding affinity (normalized) is 0. (3) The peptide sequence is NLYISDYKM. The MHC is HLA-A68:02 with pseudo-sequence HLA-A68:02. The binding affinity (normalized) is 0.112. (4) The MHC is HLA-A23:01 with pseudo-sequence HLA-A23:01. The binding affinity (normalized) is 0.0847. The peptide sequence is MVINGEQGT. (5) The peptide sequence is RPNMSRHLF. The MHC is HLA-B07:02 with pseudo-sequence HLA-B07:02. The binding affinity (normalized) is 1.00. (6) The peptide sequence is MEISSSWWF. The MHC is HLA-B40:01 with pseudo-sequence HLA-B40:01. The binding affinity (normalized) is 0.0251. (7) The peptide sequence is HQAIISDVL. The MHC is HLA-A69:01 with pseudo-sequence HLA-A69:01. The binding affinity (normalized) is 0.0847. (8) The peptide sequence is VFKVKLHEI. The MHC is HLA-B44:02 with pseudo-sequence HLA-B44:02. The binding affinity (normalized) is 0.0847. (9) The peptide sequence is SFSFGGFTFK. The MHC is HLA-A11:01 with pseudo-sequence HLA-A11:01. The binding affinity (normalized) is 0.531. (10) The peptide sequence is LLQAIGAAA. The MHC is HLA-B51:01 with pseudo-sequence HLA-B51:01. The binding affinity (normalized) is 0.213.